This data is from Reaction yield outcomes from USPTO patents with 853,638 reactions. The task is: Predict the reaction yield, written as a fraction of the theoretical maximum amount of product (1.0 means a 100% yield; for example, 0.34 means a 34% yield). The yield is 0.600. The product is [CH3:37][O:38][C:39]1[CH:40]=[C:41]([CH:46]=[CH:47][C:48]=1[N:49]([C@@H:11]([C:13]1[CH:18]=[CH:17][CH:16]=[CH:15][CH:14]=1)[CH2:10][N:7]1[CH2:8][CH2:9][C@H:5]([O:4][CH2:3][O:2][CH3:1])[CH2:6]1)[CH3:50])[C:42]([O:44][CH3:45])=[O:43]. No catalyst specified. The reactants are [CH3:1][O:2][CH2:3][O:4][C@H:5]1[CH2:9][CH2:8][N:7]([CH2:10][C@H:11]([C:13]2[CH:18]=[CH:17][CH:16]=[CH:15][CH:14]=2)O)[CH2:6]1.COCO[C@H]1CCN([C@H](C2C=CC=CC=2)CO)C1.[CH3:37][O:38][C:39]1[CH:40]=[C:41]([CH:46]=[CH:47][C:48]=1[NH:49][CH3:50])[C:42]([O:44][CH3:45])=[O:43].